The task is: Predict the reaction yield, written as a fraction of the theoretical maximum amount of product (1.0 means a 100% yield; for example, 0.34 means a 34% yield).. This data is from Reaction yield outcomes from USPTO patents with 853,638 reactions. (1) The reactants are [C:1]([C:4]1[O:5][C:6]2[CH:16]=[C:15]([NH2:17])[C:14]([Br:18])=[CH:13][C:7]=2[C:8]=1[C:9]([NH:11][CH3:12])=[O:10])(=[O:3])[CH3:2].C(N(CC)CC)C.[CH3:26][S:27](Cl)(=[O:29])=[O:28].[Li+].[OH-].O. The catalyst is C1COCC1.O. The product is [C:1]([C:4]1[O:5][C:6]2[CH:16]=[C:15]([NH:17][S:27]([CH3:26])(=[O:29])=[O:28])[C:14]([Br:18])=[CH:13][C:7]=2[C:8]=1[C:9]([NH:11][CH3:12])=[O:10])(=[O:3])[CH3:2]. The yield is 0.448. (2) The reactants are [CH:1]1([C:7]([C:9]2[N:13]([CH3:14])[C:12]([S:15]([NH2:18])(=[O:17])=[O:16])=[CH:11][CH:10]=2)=O)[CH2:6][CH2:5][CH2:4][CH2:3][CH2:2]1.NN.O.[OH-].[K+]. The catalyst is C(O)COCCO.O. The product is [CH:1]1([CH2:7][C:9]2[N:13]([CH3:14])[C:12]([S:15]([NH2:18])(=[O:17])=[O:16])=[CH:11][CH:10]=2)[CH2:2][CH2:3][CH2:4][CH2:5][CH2:6]1. The yield is 0.460.